From a dataset of Merck oncology drug combination screen with 23,052 pairs across 39 cell lines. Regression. Given two drug SMILES strings and cell line genomic features, predict the synergy score measuring deviation from expected non-interaction effect. (1) Drug 1: C=CCn1c(=O)c2cnc(Nc3ccc(N4CCN(C)CC4)cc3)nc2n1-c1cccc(C(C)(C)O)n1. Drug 2: COC1=C2CC(C)CC(OC)C(O)C(C)C=C(C)C(OC(N)=O)C(OC)C=CC=C(C)C(=O)NC(=CC1=O)C2=O. Cell line: RPMI7951. Synergy scores: synergy=-10.1. (2) Drug 1: CN1C(=O)C=CC2(C)C3CCC4(C)C(NC(=O)OCC(F)(F)F)CCC4C3CCC12. Drug 2: CCc1cnn2c(NCc3ccc[n+]([O-])c3)cc(N3CCCCC3CCO)nc12. Cell line: COLO320DM. Synergy scores: synergy=-4.16. (3) Drug 1: NC(=O)c1cccc2cn(-c3ccc(C4CCCNC4)cc3)nc12. Drug 2: O=C(NOCC(O)CO)c1ccc(F)c(F)c1Nc1ccc(I)cc1F. Cell line: UACC62. Synergy scores: synergy=-14.9. (4) Drug 1: CC(=O)OC1C(=O)C2(C)C(O)CC3OCC3(OC(C)=O)C2C(OC(=O)c2ccccc2)C2(O)CC(OC(=O)C(O)C(NC(=O)c3ccccc3)c3ccccc3)C(C)=C1C2(C)C. Drug 2: COC1=C2CC(C)CC(OC)C(O)C(C)C=C(C)C(OC(N)=O)C(OC)C=CC=C(C)C(=O)NC(=CC1=O)C2=O. Cell line: VCAP. Synergy scores: synergy=-0.159. (5) Drug 1: CCC1(O)CC2CN(CCc3c([nH]c4ccccc34)C(C(=O)OC)(c3cc4c(cc3OC)N(C)C3C(O)(C(=O)OC)C(OC(C)=O)C5(CC)C=CCN6CCC43C65)C2)C1. Cell line: NCIH460. Drug 2: NC1(c2ccc(-c3nc4ccn5c(=O)[nH]nc5c4cc3-c3ccccc3)cc2)CCC1. Synergy scores: synergy=6.66. (6) Drug 1: CN(Cc1cnc2nc(N)nc(N)c2n1)c1ccc(C(=O)NC(CCC(=O)O)C(=O)O)cc1. Drug 2: C#Cc1cccc(Nc2ncnc3cc(OCCOC)c(OCCOC)cc23)c1. Cell line: NCIH520. Synergy scores: synergy=-3.53.